From a dataset of Reaction yield outcomes from USPTO patents with 853,638 reactions. Predict the reaction yield, written as a fraction of the theoretical maximum amount of product (1.0 means a 100% yield; for example, 0.34 means a 34% yield). (1) The reactants are [F:1][C:2]([F:7])([F:6])[C:3]([OH:5])=[O:4].C(OC([N:15]1[CH2:20][CH2:19][CH:18]([N:21]2[C:25]3=[N:26][CH:27]=[N:28][C:29]([O:30][C:31]4[CH:36]=[CH:35][C:34]([S:37]([CH3:40])(=[O:39])=[O:38])=[CH:33][C:32]=4[F:41])=[C:24]3[CH:23]=[N:22]2)[CH2:17][CH2:16]1)=O)(C)(C)C.CO.ClCCl. The catalyst is ClCCl. The product is [F:1][C:2]([F:7])([F:6])[C:3]([OH:5])=[O:4].[F:41][C:32]1[CH:33]=[C:34]([S:37]([CH3:40])(=[O:39])=[O:38])[CH:35]=[CH:36][C:31]=1[O:30][C:29]1[N:28]=[CH:27][N:26]=[C:25]2[N:21]([CH:18]3[CH2:17][CH2:16][NH:15][CH2:20][CH2:19]3)[N:22]=[CH:23][C:24]=12. The yield is 0.900. (2) The reactants are [Si]([O:8][CH2:9][C@@H:10]([CH3:23])[CH2:11][N:12]1[C:17]2[CH:18]=[CH:19][CH:20]=[CH:21][C:16]=2[O:15][CH2:14][C:13]1=[O:22])(C(C)(C)C)(C)C.CCCC[N+](CCCC)(CCCC)CCCC.[F-]. The catalyst is C1COCC1. The product is [OH:8][CH2:9][C@@H:10]([CH3:23])[CH2:11][N:12]1[C:17]2[CH:18]=[CH:19][CH:20]=[CH:21][C:16]=2[O:15][CH2:14][C:13]1=[O:22]. The yield is 0.980. (3) The product is [N:12]1([CH2:18][CH2:19][CH2:20][NH:21][C:2]2[CH:3]=[CH:4][C:5]([N+:9]([O-:11])=[O:10])=[C:6]([NH2:8])[CH:7]=2)[CH2:17][CH2:16][O:15][CH2:14][CH2:13]1. The reactants are Cl[C:2]1[CH:3]=[CH:4][C:5]([N+:9]([O-:11])=[O:10])=[C:6]([NH2:8])[CH:7]=1.[N:12]1([CH2:18][CH2:19][CH2:20][NH2:21])[CH2:17][CH2:16][O:15][CH2:14][CH2:13]1.C([O-])([O-])=O.[K+].[K+].O. The catalyst is CN(C=O)C. The yield is 0.230. (4) The reactants are [F:1][C:2]1[CH:7]=[CH:6][CH:5]=[C:4]([O:8][CH3:9])[C:3]=1[OH:10].F[C:12]1[CH:13]=[C:14](C)[CH:15]=[CH:16][C:17]=1[N+:18]([O-:20])=[O:19].F[C:23]1C=CC(N)=[C:25]([O:30]C2C(OC)=CC=CC=2F)C=1.[F:40][C:41]1[CH:55]=[CH:54][CH:53]=[C:52]([O:56][CH3:57])[C:42]=1[O:43][C:44]1[CH:50]=[C:49]([CH3:51])[CH:48]=[CH:47][C:45]=1[NH2:46].[NH2:58][C:59]1[S:60][CH:61]=[CH:62][N:63]=1. No catalyst specified. The product is [F:1][C:2]1[CH:7]=[CH:6][CH:5]=[C:4]([O:8][CH3:9])[C:3]=1[O:10][C:16]1[C:17]([N+:18]([O-:20])=[O:19])=[C:12]([CH3:23])[CH:13]=[CH:14][CH:15]=1.[F:40][C:41]1[CH:55]=[CH:54][CH:53]=[C:52]([O:56][CH3:57])[C:42]=1[O:43][C:44]1[CH:50]=[C:49]([CH3:51])[CH:48]=[CH:47][C:45]=1[NH:46][C:25]([NH:58][C:59]1[S:60][CH:61]=[CH:62][N:63]=1)=[O:30]. The yield is 0.650. (5) The reactants are [F:1][C:2]1[CH:36]=[C:35]([NH:37][C:38]([NH:40][C:41](=[O:49])[CH2:42][C:43]2[CH:48]=[CH:47][CH:46]=[CH:45][CH:44]=2)=[S:39])[CH:34]=[CH:33][C:3]=1[O:4][C:5]1[CH:10]=[CH:9][N:8]=[C:7]2[CH:11]=[C:12]([C:14]3[N:15]([CH3:32])[C:16]([CH2:19][N:20]([CH2:28][CH2:29][O:30][CH3:31])C(=O)OC(C)(C)C)=[CH:17][N:18]=3)[S:13][C:6]=12.C(O)(C(F)(F)F)=O. The catalyst is C1(C)C=CC=CC=1. The product is [F:1][C:2]1[CH:36]=[C:35]([NH:37][C:38]([NH:40][C:41](=[O:49])[CH2:42][C:43]2[CH:44]=[CH:45][CH:46]=[CH:47][CH:48]=2)=[S:39])[CH:34]=[CH:33][C:3]=1[O:4][C:5]1[CH:10]=[CH:9][N:8]=[C:7]2[CH:11]=[C:12]([C:14]3[N:15]([CH3:32])[C:16]([CH2:19][NH:20][CH2:28][CH2:29][O:30][CH3:31])=[CH:17][N:18]=3)[S:13][C:6]=12. The yield is 0.650. (6) The reactants are [CH3:1][C:2]1[CH:3]=[C:4]2[C:9](=[CH:10][CH:11]=1)[NH:8][C:7](=[O:12])[CH:6]=[CH:5]2.[H-].[Na+].Br[CH2:16][CH2:17][CH2:18]Cl.C([O-])([O-])=O.[K+].[K+].[CH2:26]([CH:30]1[CH2:35][CH2:34][NH:33][CH2:32][CH2:31]1)[CH2:27][CH2:28][CH3:29]. The catalyst is CC#N.O.CCOC(C)=O.C(OCC)C.CN(C=O)C. The product is [CH2:26]([CH:30]1[CH2:35][CH2:34][N:33]([CH2:16][CH2:17][CH2:18][N:8]2[C:9]3[C:4](=[CH:3][C:2]([CH3:1])=[CH:11][CH:10]=3)[CH:5]=[CH:6][C:7]2=[O:12])[CH2:32][CH2:31]1)[CH2:27][CH2:28][CH3:29]. The yield is 0.230. (7) The reactants are [CH:1]1[C:6]([N+]([O-])=O)=[CH:5][CH:4]=[C:3]([Cl-]C([O-])=O)[CH:2]=1.Cl.[Cl:15][C:16]1[C:23]([F:24])=[CH:22][CH:21]=[CH:20][C:17]=1[CH2:18][NH2:19].CCN(C(C)C)C(C)C.[OH:34][CH2:35][C@@H:36]([NH:51][CH3:52])[CH2:37][CH2:38][CH2:39][N:40]1[C:48](=[O:49])C2C(=CC=CC=2)[C:41]1=[O:50].C1C[O:56][CH2:55]C1. No catalyst specified. The product is [Cl:15][C:16]1[C:23]([F:24])=[CH:22][CH:21]=[CH:20][C:17]=1[CH2:18][NH:19][C:55](=[O:56])[N:51]([C@@H:36]([CH2:37][CH2:38][CH2:39][N:40]1[C:41](=[O:50])[C:6]2[C:1](=[CH:2][CH:3]=[CH:4][CH:5]=2)[C:48]1=[O:49])[CH2:35][OH:34])[CH3:52]. The yield is 0.470. (8) The reactants are OC1C(=O)NN=C(CCC2C=CC=CC=2)C=1.C([O:24][C:25]1[N:26]=[N:27][C:28]([C:39]#[C:40][C:41]2[C:46]([F:47])=[CH:45][CH:44]=[CH:43][C:42]=2[F:48])=[CH:29][C:30]=1[O:31]CC1C=CC=CC=1)C1C=CC=CC=1. The catalyst is CO. The product is [F:48][C:42]1[CH:43]=[CH:44][CH:45]=[C:46]([F:47])[C:41]=1[CH2:40][CH2:39][C:28]1[CH:29]=[C:30]([OH:31])[C:25](=[O:24])[NH:26][N:27]=1. The yield is 0.248. (9) The reactants are C[O:2][C:3]1[CH:11]=[CH:10][C:6]2=[N:7][S:8][N:9]=[C:5]2[CH:4]=1.Br. The yield is 0.270. The product is [N:7]1[S:8][N:9]=[C:5]2[CH:4]=[C:3]([OH:2])[CH:11]=[CH:10][C:6]=12. No catalyst specified.